Dataset: Reaction yield outcomes from USPTO patents with 853,638 reactions. Task: Predict the reaction yield, written as a fraction of the theoretical maximum amount of product (1.0 means a 100% yield; for example, 0.34 means a 34% yield). (1) The reactants are [CH:1]([C:3]1[N:11]2[C:6]([CH:7]=[CH:8][CH:9]=[CH:10]2)=[CH:5][C:4]=1[C:12]([O:14][CH2:15][CH3:16])=[O:13])=O.[NH:17]1[CH2:22][CH2:21][O:20][CH2:19][CH2:18]1.CC(O)=O.[BH-](OC(C)=O)(OC(C)=O)OC(C)=O.[Na+]. The catalyst is C(Cl)Cl. The product is [N:17]1([CH2:1][C:3]2[N:11]3[C:6]([CH:7]=[CH:8][CH:9]=[CH:10]3)=[CH:5][C:4]=2[C:12]([O:14][CH2:15][CH3:16])=[O:13])[CH2:22][CH2:21][O:20][CH2:19][CH2:18]1. The yield is 0.790. (2) The reactants are CN(C(ON1N=NC2C=CC=NC1=2)=[N+](C)C)C.F[P-](F)(F)(F)(F)F.O[CH2:26][CH2:27][CH2:28][CH2:29][CH2:30][CH2:31][CH2:32][CH2:33][CH2:34][CH2:35][CH2:36][C:37]([OH:39])=O.[NH2:40][C:41]1([C:62]([NH2:64])=[O:63])[CH2:46][CH2:45][N:44]([S:47](/[CH:50]=[CH:51]/[C:52]2[C:57]([CH3:58])=[CH:56][C:55]([NH:59][CH3:60])=[CH:54][C:53]=2[CH3:61])(=[O:49])=[O:48])[CH2:43][CH2:42]1.C(N(C(C)C)CC)(C)C.CC(C)([O-])C.[K+]. The catalyst is CN(C=O)C.C(O)C. The product is [CH3:58][C:57]1[CH:56]=[C:55]([NH:59][CH3:60])[CH:54]=[C:53]([CH3:61])[C:52]=1/[CH:51]=[CH:50]/[S:47]([N:44]1[CH2:43][CH2:42][C:41]2([N:40]=[C:26]([CH2:27][CH2:28][CH2:29][CH2:30][CH2:31][CH2:32][CH2:33][CH2:34][CH2:35][CH2:36][CH2:37][OH:39])[NH:64][C:62]2=[O:63])[CH2:46][CH2:45]1)(=[O:49])=[O:48]. The yield is 0.790. (3) The reactants are [O:1]1[C:5]2[CH:6]=[CH:7][C:8]([C:10](Cl)=[O:11])=[CH:9][C:4]=2[O:3][CH2:2]1.Cl.[CH3:14][O:15][C:16](=[O:23])[C@@H:17]([CH2:19][CH:20]([CH3:22])[CH3:21])[NH2:18]. No catalyst specified. The product is [O:3]1[C:4]2[CH:9]=[C:8]([C:10]([NH:18][C@H:17]([CH2:19][CH:20]([CH3:22])[CH3:21])[C:16]([O:15][CH3:14])=[O:23])=[O:11])[CH:7]=[CH:6][C:5]=2[O:1][CH2:2]1. The yield is 0.830. (4) The reactants are [CH2:1]([C@@H:8]([C@@H:11]([O:13][CH2:14][C:15]1[CH:20]=[CH:19][C:18]([O:21][CH3:22])=[CH:17][CH:16]=1)[CH3:12])[CH2:9][OH:10])[C:2]1[CH:7]=[CH:6][CH:5]=[CH:4][CH:3]=1.CS(C)=O. The catalyst is C(Cl)Cl. The product is [CH2:1]([C@@H:8]([C@@H:11]([O:13][CH2:14][C:15]1[CH:16]=[CH:17][C:18]([O:21][CH3:22])=[CH:19][CH:20]=1)[CH3:12])[CH:9]=[O:10])[C:2]1[CH:3]=[CH:4][CH:5]=[CH:6][CH:7]=1. The yield is 0.960. (5) The reactants are [Cl:1][C:2]1[CH:10]=[CH:9][C:8]([S:11]([OH:13])=[O:12])=[CH:7][C:3]=1[C:4]([OH:6])=[O:5].[CH3:14][NH2:15]. The catalyst is O1CCOCC1. The product is [Cl:1][C:2]1[CH:10]=[CH:9][C:8]([S:11](=[O:13])(=[O:12])[NH:15][CH3:14])=[CH:7][C:3]=1[C:4]([OH:6])=[O:5]. The yield is 0.720. (6) The reactants are C([O-])(O)=O.[Na+].[CH3:6][O:7][CH2:8][CH2:9][O:10][CH2:11][C:12]([C:15]1[CH:20]=[CH:19][C:18]([NH2:21])=[CH:17][C:16]=1[N+:22]([O-:24])=[O:23])([CH3:14])[CH3:13].[C:25](Cl)(=[O:27])[CH3:26].O. The catalyst is ClCCl. The product is [CH3:6][O:7][CH2:8][CH2:9][O:10][CH2:11][C:12]([C:15]1[CH:20]=[CH:19][C:18]([NH:21][C:25](=[O:27])[CH3:26])=[CH:17][C:16]=1[N+:22]([O-:24])=[O:23])([CH3:14])[CH3:13]. The yield is 0.870. (7) The reactants are [CH:1]1[C:10]2[C:5](=[CH:6][CH:7]=[CH:8][CH:9]=2)[CH:4]=[CH:3][N+:2]=1[O-].C(Cl)(Cl)[Cl:13].P(Cl)(Cl)(Cl)=O. The catalyst is O. The product is [Cl:13][C:1]1[C:10]2[C:5](=[CH:6][CH:7]=[CH:8][CH:9]=2)[CH:4]=[CH:3][N:2]=1. The yield is 0.449.